The task is: Predict the reactants needed to synthesize the given product.. This data is from Full USPTO retrosynthesis dataset with 1.9M reactions from patents (1976-2016). (1) Given the product [C:1]([N:4]1[CH2:9][CH2:8][C:7]2[NH:22][N:23]=[C:11]([C:13]3[CH:14]=[C:15]([CH:18]=[CH:19][CH:20]=3)[C:16]#[N:17])[C:6]=2[CH2:5]1)(=[O:3])[CH3:2], predict the reactants needed to synthesize it. The reactants are: [C:1]([N:4]1[CH2:9][CH2:8][C:7](=O)[CH:6]([C:11]([C:13]2[CH:14]=[C:15]([CH:18]=[CH:19][CH:20]=2)[C:16]#[N:17])=O)[CH2:5]1)(=[O:3])[CH3:2].O.[NH2:22][NH2:23]. (2) Given the product [NH2:1][C:4]1[C:9]([CH2:10][C:11]([O:13][CH2:14][CH3:15])=[O:12])=[CH:8][N:7]=[C:6]([C:16]2[C:24]3[C:19](=[N:20][CH:21]=[CH:22][CH:23]=3)[N:18]([CH2:25][C:26]3[CH:31]=[CH:30][CH:29]=[CH:28][C:27]=3[F:32])[N:17]=2)[N:5]=1, predict the reactants needed to synthesize it. The reactants are: [N:1]([C:4]1[C:9]([CH2:10][C:11]([O:13][CH2:14][CH3:15])=[O:12])=[CH:8][N:7]=[C:6]([C:16]2[C:24]3[C:19](=[N:20][CH:21]=[CH:22][CH:23]=3)[N:18]([CH2:25][C:26]3[CH:31]=[CH:30][CH:29]=[CH:28][C:27]=3[F:32])[N:17]=2)[N:5]=1)=[N+]=[N-].[H][H]. (3) Given the product [NH2:1][C:4]1[CH:25]=[CH:24][C:7]([O:8][C:9]2[N:14]=[CH:13][N:12]=[C:11]([NH:15][C:16]3[CH:21]=[CH:20][C:19]([S:22][CH3:23])=[CH:18][CH:17]=3)[CH:10]=2)=[CH:6][CH:5]=1, predict the reactants needed to synthesize it. The reactants are: [N+:1]([C:4]1[CH:25]=[CH:24][C:7]([O:8][C:9]2[N:14]=[CH:13][N:12]=[C:11]([NH:15][C:16]3[CH:21]=[CH:20][C:19]([S:22][CH3:23])=[CH:18][CH:17]=3)[CH:10]=2)=[CH:6][CH:5]=1)([O-])=O.[Cl-].[NH4+].C(O)C.O. (4) The reactants are: Br[C:2]1[CH:7]=[CH:6][C:5]([C:8](=[O:12])[CH2:9][O:10][CH3:11])=[CH:4][CH:3]=1.[CH:13]1(B(O)O)[CH2:15][CH2:14]1.P([O-])([O-])([O-])=O.[K+].[K+].[K+]. Given the product [CH:13]1([C:2]2[CH:7]=[CH:6][C:5]([C:8](=[O:12])[CH2:9][O:10][CH3:11])=[CH:4][CH:3]=2)[CH2:15][CH2:14]1, predict the reactants needed to synthesize it. (5) Given the product [F:12][C:9]1[CH:10]=[CH:11][C:6]([CH:4]([CH3:5])[CH2:3][CH2:2][O:21][C:20]2[C:19]([O:22][CH3:23])=[CH:18][C:17]([CH3:24])=[CH:16][C:15]=2[O:14][CH3:13])=[CH:7][CH:8]=1, predict the reactants needed to synthesize it. The reactants are: Br[CH2:2][CH2:3][CH:4]([C:6]1[CH:11]=[CH:10][C:9]([F:12])=[CH:8][CH:7]=1)[CH3:5].[CH3:13][O:14][C:15]1[CH:16]=[C:17]([CH3:24])[CH:18]=[C:19]([O:22][CH3:23])[C:20]=1[OH:21]. (6) Given the product [Br:1][C:2]1[C:6]2[CH:7]([O:14][CH3:15])[NH:8][CH:9]=[C:10]([C:11]#[N:13])[C:5]=2[N:4]([CH:16]2[CH2:20][CH2:19][CH2:18][CH2:17]2)[CH:3]=1, predict the reactants needed to synthesize it. The reactants are: [Br:1][C:2]1[C:6]2[CH:7]([O:14][CH3:15])[NH:8][CH:9]=[C:10]([C:11]([NH2:13])=O)[C:5]=2[N:4]([CH:16]2[CH2:20][CH2:19][CH2:18][CH2:17]2)[CH:3]=1.CC[N+](S(N=C(OC)[O-])(=O)=O)(CC)CC.O.